From a dataset of Full USPTO retrosynthesis dataset with 1.9M reactions from patents (1976-2016). Predict the reactants needed to synthesize the given product. (1) Given the product [C:8]([C:11]1[CH:12]=[C:13]([C:17]2[CH:22]=[CH:21][C:20]([C:23]3[CH:24]=[N:25][N:26]([CH2:37][C:38]#[N:39])[C:27]=3[C:28]3[CH:33]=[C:32]([CH3:34])[CH:31]=[C:30]([OH:35])[CH:29]=3)=[CH:19][N:18]=2)[CH:14]=[CH:15][CH:16]=1)(=[O:10])[CH3:9], predict the reactants needed to synthesize it. The reactants are: B(F)(F)F.CSC.[C:8]([C:11]1[CH:12]=[C:13]([C:17]2[CH:22]=[CH:21][C:20]([C:23]3[CH:24]=[N:25][N:26]([CH2:37][C:38]#[N:39])[C:27]=3[C:28]3[CH:33]=[C:32]([CH3:34])[CH:31]=[C:30]([O:35]C)[CH:29]=3)=[CH:19][N:18]=2)[CH:14]=[CH:15][CH:16]=1)(=[O:10])[CH3:9]. (2) Given the product [CH2:1]([C:18]1[C:19]([O:47][CH2:48][C:49]([F:51])([F:50])[F:52])=[N:20][CH:21]=[C:22]([CH:46]=1)[C:23]([NH:25][CH2:26][CH2:27][NH:28][C:29]([C:31]1[C:32]([C:42]([F:45])([F:44])[F:43])=[N:33][N:34]([C:36]2[CH:37]=[CH:38][CH:39]=[CH:40][CH:41]=2)[CH:35]=1)=[O:30])=[O:24])[C:2]1[CH:3]=[CH:4][CH:5]=[CH:6][CH:7]=1, predict the reactants needed to synthesize it. The reactants are: [CH2:1](B1C2CCCC1CCC2)[C:2]1[CH:7]=[CH:6][CH:5]=[CH:4][CH:3]=1.Br[C:18]1[C:19]([O:47][CH2:48][C:49]([F:52])([F:51])[F:50])=[N:20][CH:21]=[C:22]([CH:46]=1)[C:23]([NH:25][CH2:26][CH2:27][NH:28][C:29]([C:31]1[C:32]([C:42]([F:45])([F:44])[F:43])=[N:33][N:34]([C:36]2[CH:41]=[CH:40][CH:39]=[CH:38][CH:37]=2)[CH:35]=1)=[O:30])=[O:24]. (3) Given the product [C:11]([C:8]1[CH:9]=[C:10]2[C:5](=[CH:6][CH:7]=1)[NH:4][C:3](=[O:13])[C:2]2([CH2:29][NH:28][C@@H:26]([CH3:27])[C:25]([N:24]([CH3:31])[CH3:23])=[O:30])[C:14]1[CH:19]=[CH:18][CH:17]=[CH:16][C:15]=1[O:20][CH3:21])#[N:12], predict the reactants needed to synthesize it. The reactants are: Cl[C:2]1([C:14]2[CH:19]=[CH:18][CH:17]=[CH:16][C:15]=2[O:20][CH3:21])[C:10]2[C:5](=[CH:6][CH:7]=[C:8]([C:11]#[N:12])[CH:9]=2)[NH:4][C:3]1=[O:13].Cl.[CH3:23][N:24]([CH3:31])[C:25](=[O:30])[C@@H:26]([NH:28][CH3:29])[CH3:27]. (4) Given the product [N:1]1([CH2:7][CH2:8][NH:9][C:10]([C:12]2[N:13]([CH3:27])[C:14]([C:17]3[S:25][C:24]4[C:19](=[N:20][CH:21]=[CH:22][C:23]=4[NH:38][C:34]4[CH:35]=[C:36]5[C:31](=[CH:32][CH:33]=4)[NH:30][C:29]([CH3:28])=[CH:37]5)[CH:18]=3)=[CH:15][N:16]=2)=[O:11])[CH2:6][CH2:5][CH2:4][CH2:3][CH2:2]1, predict the reactants needed to synthesize it. The reactants are: [N:1]1([CH2:7][CH2:8][NH:9][C:10]([C:12]2[N:13]([CH3:27])[C:14]([C:17]3[S:25][C:24]4[C:19](=[N:20][CH:21]=[CH:22][C:23]=4Cl)[CH:18]=3)=[CH:15][N:16]=2)=[O:11])[CH2:6][CH2:5][CH2:4][CH2:3][CH2:2]1.[CH3:28][C:29]1[NH:30][C:31]2[C:36]([CH:37]=1)=[CH:35][C:34]([NH2:38])=[CH:33][CH:32]=2. (5) Given the product [C:4]([C:3]([C:30]1[CH:31]=[C:3]([CH:27]=[CH:28][CH:29]=1)[C:4]([NH:6][C:7]1[CH:12]=[CH:11][C:10]([CH3:13])=[C:9]([N:14]2[C:23](=[O:24])[C:22]3[C:17](=[C:18]([OH:25])[CH:19]=[CH:20][CH:21]=3)[N:16]=[CH:15]2)[CH:8]=1)=[O:5])([CH3:31])[CH3:27])#[N:6], predict the reactants needed to synthesize it. The reactants are: C([C:3]1([CH:31]=[CH:30][CH:29]=[CH:28][CH:27]1C(C)C)[C:4]([NH:6][C:7]1[CH:12]=[CH:11][C:10]([CH3:13])=[C:9]([N:14]2[C:23](=[O:24])[C:22]3[C:17](=[C:18]([O:25]C)[CH:19]=[CH:20][CH:21]=3)[N:16]=[CH:15]2)[CH:8]=1)=[O:5])#N. (6) Given the product [CH2:1]([N:5]([CH2:6][CH3:7])[C:9]1[N:13]2[CH:14]=[CH:15][CH:16]=[CH:17][C:12]2=[N:11][C:10]=1[CH:18]([CH3:20])[CH3:19])[CH2:2][CH2:3][CH3:4], predict the reactants needed to synthesize it. The reactants are: [CH2:1]([N:5]([C:9]1[N:13]2[CH:14]=[CH:15][CH:16]=[CH:17][C:12]2=[N:11][C:10]=1[CH:18]([CH3:20])[CH3:19])[C:6](=O)[CH3:7])[CH2:2][CH2:3][CH3:4].[H-].[H-].[H-].[H-].[Li+].[Al+3].[OH-].[Na+]. (7) Given the product [CH2:1]([O:3][C:4](=[O:46])[CH2:5][N:6]([C:18]1[CH:23]=[CH:22][C:21]([CH2:24][CH:25]2[NH:31][C:30](=[O:32])[C:29]3[CH:33]=[CH:34][CH:35]=[CH:36][C:28]=3[NH:27][C:26]2=[O:37])=[CH:20][C:19]=1[O:38][CH2:39][C:40]1[CH:41]=[CH:42][CH:43]=[CH:44][CH:45]=1)[S:7]([NH2:10])(=[O:8])=[O:9])[CH3:2], predict the reactants needed to synthesize it. The reactants are: [CH2:1]([O:3][C:4](=[O:46])[CH2:5][N:6]([C:18]1[CH:23]=[CH:22][C:21]([CH2:24][CH:25]2[NH:31][C:30](=[O:32])[C:29]3[CH:33]=[CH:34][CH:35]=[CH:36][C:28]=3[NH:27][C:26]2=[O:37])=[CH:20][C:19]=1[O:38][CH2:39][C:40]1[CH:45]=[CH:44][CH:43]=[CH:42][CH:41]=1)[S:7]([NH:10]C(OC(C)(C)C)=O)(=[O:9])=[O:8])[CH3:2]. (8) Given the product [NH2:1][C:2]1[N:10]=[CH:9][CH:8]=[CH:7][C:3]=1[C:4]([O:6][CH3:13])=[O:5], predict the reactants needed to synthesize it. The reactants are: [NH2:1][C:2]1[N:10]=[CH:9][CH:8]=[CH:7][C:3]=1[C:4]([OH:6])=[O:5].[Cl-].Cl[CH:13]1N(C)CC[NH+]1C.C(N(CC)CC)C. (9) Given the product [Cl:1][C:2]1[CH:10]=[CH:9][CH:8]=[C:7]2[C:3]=1[C:4]([CH2:11][CH2:12][CH2:13][OH:14])=[CH:5][NH:6]2, predict the reactants needed to synthesize it. The reactants are: [Cl:1][C:2]1[CH:10]=[CH:9][CH:8]=[C:7]2[C:3]=1[C:4]([CH2:11][CH2:12][C:13](O)=[O:14])=[CH:5][NH:6]2.C1COCC1.